This data is from HIV replication inhibition screening data with 41,000+ compounds from the AIDS Antiviral Screen. The task is: Binary Classification. Given a drug SMILES string, predict its activity (active/inactive) in a high-throughput screening assay against a specified biological target. (1) The drug is [N-]=[N+]=NC1=NNC2(C(=O)N1)c1ccccc1-c1ccccc12. The result is 0 (inactive). (2) The molecule is CC1OC(CC(=O)O)CC2=C1C(=O)c1c(O)cccc1C2=O. The result is 0 (inactive).